From a dataset of Forward reaction prediction with 1.9M reactions from USPTO patents (1976-2016). Predict the product of the given reaction. Given the reactants [Cl:1][C:2]1[CH:3]=[C:4]2[C:9](=[CH:10][CH:11]=1)[O:8][C:7](=[O:12])[CH:6]=[C:5]2[OH:13].C(N(CC)CC)C.[S:21](O[S:21]([C:24]([F:27])([F:26])[F:25])(=[O:23])=[O:22])([C:24]([F:27])([F:26])[F:25])(=[O:23])=[O:22], predict the reaction product. The product is: [Cl:1][C:2]1[CH:3]=[C:4]2[C:9](=[CH:10][CH:11]=1)[O:8][C:7](=[O:12])[CH:6]=[C:5]2[O:13][S:21]([C:24]([F:27])([F:26])[F:25])(=[O:23])=[O:22].